Dataset: Catalyst prediction with 721,799 reactions and 888 catalyst types from USPTO. Task: Predict which catalyst facilitates the given reaction. (1) Reactant: [NH2:1][C:2]1[CH:7]=[CH:6][C:5]([S:8][C:9]2[C:18]3[C:13](=[CH:14][CH:15]=[CH:16][CH:17]=3)[NH:12]/[C:11](=[C:19]3/[C:20]([CH2:25][CH2:26][CH3:27])=[N:21][NH:22][C:23]/3=[O:24])/[CH:10]=2)=[CH:4][CH:3]=1.[C:28](Cl)(=[O:32])[CH:29]([CH3:31])[CH3:30]. Product: [O:24]=[C:23]1[NH:22][N:21]=[C:20]([CH2:25][CH2:26][CH3:27])/[C:19]/1=[C:11]1/[NH:12][C:13]2[C:18]([C:9]([S:8][C:5]3[CH:4]=[CH:3][C:2]([NH:1][C:28](=[O:32])[CH:29]([CH3:31])[CH3:30])=[CH:7][CH:6]=3)=[CH:10]/1)=[CH:17][CH:16]=[CH:15][CH:14]=2. The catalyst class is: 1. (2) Reactant: C[O:2][C:3]([C:5]1([CH2:11][S:12]([N:15]2[CH2:20][CH2:19][N:18]([C:21]3[N:26]=[CH:25][C:24]([C:27]4[CH:32]=[CH:31][C:30]([F:33])=[CH:29][CH:28]=4)=[CH:23][N:22]=3)[CH2:17][CH2:16]2)(=[O:14])=[O:13])[CH2:10][CH2:9][CH2:8][CH2:7][CH2:6]1)=[O:4].O.[OH-].[Li+].CO.O. Product: [F:33][C:30]1[CH:31]=[CH:32][C:27]([C:24]2[CH:23]=[N:22][C:21]([N:18]3[CH2:19][CH2:20][N:15]([S:12]([CH2:11][C:5]4([C:3]([OH:4])=[O:2])[CH2:10][CH2:9][CH2:8][CH2:7][CH2:6]4)(=[O:13])=[O:14])[CH2:16][CH2:17]3)=[N:26][CH:25]=2)=[CH:28][CH:29]=1. The catalyst class is: 7. (3) Reactant: C(OC([N:8]1[CH2:14][C@H:13]2[C@@H:9]1[CH2:10][N:11]([C:15]1[N:16]=[N:17][C:18]([C:21]3[CH:26]=[CH:25][CH:24]=[CH:23][CH:22]=3)=[CH:19][CH:20]=1)[CH2:12]2)=O)(C)(C)C.O.[C:28]1([CH3:38])[CH:33]=[CH:32][C:31]([S:34]([OH:37])(=[O:36])=[O:35])=[CH:30][CH:29]=1. Product: [C:28]1([CH3:38])[CH:29]=[CH:30][C:31]([S:34]([OH:37])(=[O:35])=[O:36])=[CH:32][CH:33]=1.[C:21]1([C:18]2[N:17]=[N:16][C:15]([N:11]3[CH2:10][C@H:9]4[C@H:13]([CH2:14][NH:8]4)[CH2:12]3)=[CH:20][CH:19]=2)[CH:22]=[CH:23][CH:24]=[CH:25][CH:26]=1. The catalyst class is: 25. (4) Reactant: [C:1]1([O:8][CH3:9])[C:2](=[CH:4][CH:5]=[CH:6][CH:7]=1)[OH:3].[S:10](=O)(=[O:13])([OH:12])[OH:11]. Product: [CH3:9][O:8][C:1]1[CH:7]=[C:6]([S:10]([OH:13])(=[O:12])=[O:11])[CH:5]=[CH:4][C:2]=1[OH:3]. The catalyst class is: 6.